This data is from Catalyst prediction with 721,799 reactions and 888 catalyst types from USPTO. The task is: Predict which catalyst facilitates the given reaction. (1) Reactant: [C:1]([Si:5]([CH3:15])([CH3:14])[O:6][C@H:7]([CH:12]=[CH2:13])[CH2:8][CH2:9][C:10]#[CH:11])([CH3:4])([CH3:3])[CH3:2].[Li][CH2:17]CCC.CI. Product: [C:1]([Si:5]([CH3:14])([CH3:15])[O:6][C@H:7]([CH:12]=[CH2:13])[CH2:8][CH2:9][C:10]#[C:11][CH3:17])([CH3:3])([CH3:4])[CH3:2]. The catalyst class is: 1. (2) Reactant: [CH2:1]([O:8][C:9]1[CH:16]=[CH:15][CH:14]=[C:13]([O:17][CH3:18])[C:10]=1[CH2:11]O)[C:2]1[CH:7]=[CH:6][CH:5]=[CH:4][CH:3]=1.CC(C)(O)[C:21]#[N:22].C1(P(C2C=CC=CC=2)C2C=CC=CC=2)C=CC=CC=1.N(C(OCC)=O)=NC(OCC)=O. Product: [CH2:1]([O:8][C:9]1[CH:16]=[CH:15][CH:14]=[C:13]([O:17][CH3:18])[C:10]=1[CH2:11][C:21]#[N:22])[C:2]1[CH:7]=[CH:6][CH:5]=[CH:4][CH:3]=1. The catalyst class is: 359. (3) Reactant: [O:1]=[C:2]1[CH2:7][CH:6]([C:8]([O:10]C)=[O:9])[CH2:5][CH2:4][NH:3]1.[Cl:12][C:13]1[CH:18]=[C:17]([CH2:19]Cl)[CH:16]=[C:15]([Cl:21])[CH:14]=1.[OH-].[K+]. Product: [Cl:12][C:13]1[CH:18]=[C:17]([CH:16]=[C:15]([Cl:21])[CH:14]=1)[CH2:19][N:3]1[CH2:4][CH2:5][CH:6]([C:8]([OH:10])=[O:9])[CH2:7][C:2]1=[O:1]. The catalyst class is: 16. (4) The catalyst class is: 1. Reactant: [O:1]1[CH2:6][CH2:5][N:4]([C:7](=[O:14])[CH2:8][C:9](OCC)=O)[CH2:3][CH2:2]1.[H-].[Na+].ClC1[C:27]2[C:22](=[CH:23][CH:24]=[CH:25][C:26]=2[Cl:28])[CH:21]=[C:20]([C@@H:29]([NH:31][C:32]2[N:40]=[CH:39][N:38]=[C:37]3[C:33]=2[N:34]=[CH:35][N:36]3[CH2:41][C:42]2[CH:47]=[CH:46][C:45]([O:48][CH3:49])=[CH:44][CH:43]=2)[CH3:30])[N:19]=1.O. Product: [Cl:28][C:26]1[CH:25]=[CH:24][CH:23]=[C:22]2[C:27]=1[C:9]([CH2:8][C:7]([N:4]1[CH2:3][CH2:2][O:1][CH2:6][CH2:5]1)=[O:14])=[N:19][C:20]([C@@H:29]([NH:31][C:32]1[N:40]=[CH:39][N:38]=[C:37]3[C:33]=1[N:34]=[CH:35][N:36]3[CH2:41][C:42]1[CH:43]=[CH:44][C:45]([O:48][CH3:49])=[CH:46][CH:47]=1)[CH3:30])=[CH:21]2. (5) Reactant: [Cl:1][C:2]1[CH:7]=[CH:6][C:5]([C:8]2([OH:38])[CH2:13][CH2:12][N:11]([CH2:14][CH2:15][CH:16]=[C:17]3[C:27]4[C:22](=[N:23][CH:24]=[CH:25][CH:26]=4)[O:21][C:20]4[CH:28]=[CH:29][CH:30]=[C:31]([O:32][CH2:33][C:34](=[NH:37])[NH:35]O)[C:19]=4[CH2:18]3)[CH2:10][CH2:9]2)=[CH:4][CH:3]=1.[C:39](N1C=CN=C1)(N1C=CN=C1)=[S:40].O.C(OCC)(=[O:54])C. Product: [Cl:1][C:2]1[CH:7]=[CH:6][C:5]([C:8]2([OH:38])[CH2:13][CH2:12][N:11]([CH2:14][CH2:15][CH:16]=[C:17]3[C:27]4[C:22](=[N:23][CH:24]=[CH:25][CH:26]=4)[O:21][C:20]4[CH:28]=[CH:29][CH:30]=[C:31]([O:32][CH2:33][CH:34]5[NH:37][C:39](=[O:54])[S:40][NH:35]5)[C:19]=4[CH2:18]3)[CH2:10][CH2:9]2)=[CH:4][CH:3]=1. The catalyst class is: 1. (6) Reactant: [CH2:1]([O:4][CH2:5][C:6](Cl)=[O:7])[C:2]#[CH:3].[CH3:9][NH2:10]. Product: [CH3:9][NH:10][C:6](=[O:7])[CH2:5][O:4][CH2:1][C:2]#[CH:3]. The catalyst class is: 7. (7) Reactant: [CH2:1]([N:4]([CH2:20][CH2:21][CH3:22])[CH2:5][CH2:6][CH2:7][CH2:8][N:9]([CH2:11][C:12]1[CH:19]=[CH:18][C:15]([C:16]#[N:17])=[CH:14][CH:13]=1)[CH3:10])[CH2:2][CH3:3].[OH-].[Na+].[H][H]. Product: [CH2:20]([N:4]([CH2:1][CH2:2][CH3:3])[CH2:5][CH2:6][CH2:7][CH2:8][N:9]([CH2:11][C:12]1[CH:13]=[CH:14][C:15]([CH2:16][NH2:17])=[CH:18][CH:19]=1)[CH3:10])[CH2:21][CH3:22]. The catalyst class is: 470. (8) Reactant: F[C:2]1[C:9]([N+:10]([O-:12])=[O:11])=[CH:8][CH:7]=[CH:6][C:3]=1[C:4]#[N:5].[NH2:13][C:14]1[CH:19]=[CH:18][CH:17]=[CH:16][CH:15]=1.C(N(CC)C(C)C)(C)C. Product: [N+:10]([C:9]1[C:2]([NH:13][C:14]2[CH:19]=[CH:18][CH:17]=[CH:16][CH:15]=2)=[C:3]([CH:6]=[CH:7][CH:8]=1)[C:4]#[N:5])([O-:12])=[O:11]. The catalyst class is: 1. (9) Reactant: [CH3:1][P:2](=[O:7])([O:5][CH3:6])[O:3][CH3:4].[Li]CCCC.[F:13][C:14]([C:21]1[CH:26]=[CH:25][CH:24]=[C:23]([CH:27]([CH3:29])[CH3:28])[CH:22]=1)([F:20])[C:15](OCC)=[O:16]. Product: [F:13][C:14]([F:20])([C:21]1[CH:26]=[CH:25][CH:24]=[C:23]([CH:27]([CH3:28])[CH3:29])[CH:22]=1)[C:15](=[O:16])[CH2:1][P:2](=[O:7])([O:5][CH3:6])[O:3][CH3:4]. The catalyst class is: 1. (10) Reactant: C([O:3][C:4](=[O:34])[C:5]1[CH:10]=[CH:9][CH:8]=[C:7]([O:11][C:12]2[N:13]([CH2:31][CH2:32][CH3:33])[C:14](=[O:30])[C:15]3[NH:16][C:17]([C:21]45[CH2:28][CH:27]6[CH2:29][CH:23]([CH2:24][CH:25]4[CH2:26]6)[CH2:22]5)=[N:18][C:19]=3[N:20]=2)[CH:6]=1)C.[OH-].[Na+]. Product: [CH2:24]1[CH:25]2[C:21]3([C:17]4[NH:16][C:15]5[C:14](=[O:30])[N:13]([CH2:31][CH2:32][CH3:33])[C:12]([O:11][C:7]6[CH:6]=[C:5]([CH:10]=[CH:9][CH:8]=6)[C:4]([OH:34])=[O:3])=[N:20][C:19]=5[N:18]=4)[CH2:28][CH:27]([CH2:29][CH:23]1[CH2:22]3)[CH2:26]2. The catalyst class is: 353.